From a dataset of Forward reaction prediction with 1.9M reactions from USPTO patents (1976-2016). Predict the product of the given reaction. (1) Given the reactants Cl.O1CCCC1.[CH2:7]([O:14][C@@H:15]1[C@@H:21]([O:22][CH2:23][C:24]2[CH:29]=[CH:28][CH:27]=[CH:26][CH:25]=2)[C@H:20]([O:30][CH2:31][C:32]2[CH:37]=[CH:36][CH:35]=[CH:34][CH:33]=2)[C@@H:19]([CH2:38][O:39][CH2:40][C:41]2[CH:46]=[CH:45][CH:44]=[CH:43][CH:42]=2)[S:18][C:16]1([C:47]1[CH:52]=[CH:51][C:50]([Cl:53])=[C:49]([CH:54]2OCC[O:55]2)[CH:48]=1)[OH:17])[C:8]1[CH:13]=[CH:12][CH:11]=[CH:10][CH:9]=1, predict the reaction product. The product is: [CH2:7]([O:14][C@@H:15]1[C@@H:21]([O:22][CH2:23][C:24]2[CH:25]=[CH:26][CH:27]=[CH:28][CH:29]=2)[C@H:20]([O:30][CH2:31][C:32]2[CH:37]=[CH:36][CH:35]=[CH:34][CH:33]=2)[C@@H:19]([CH2:38][O:39][CH2:40][C:41]2[CH:42]=[CH:43][CH:44]=[CH:45][CH:46]=2)[S:18][C:16]1([C:47]1[CH:52]=[CH:51][C:50]([Cl:53])=[C:49]([CH:54]=[O:55])[CH:48]=1)[OH:17])[C:8]1[CH:9]=[CH:10][CH:11]=[CH:12][CH:13]=1. (2) Given the reactants [CH3:1][C:2]1([C:7]2[O:11][C:10]([CH2:12][N:13]3[N:17]=[C:16]([NH2:18])[CH:15]=[N:14]3)=[CH:9][CH:8]=2)[O:6]CCO1.[Cl:19][C:20]1[CH:21]=[C:22]([C:26]2[O:30][C:29]([CH3:31])=[N:28][C:27]=2[C:32](O)=[O:33])[CH:23]=[CH:24][CH:25]=1, predict the reaction product. The product is: [C:2]([C:7]1[O:11][C:10]([CH2:12][N:13]2[N:17]=[C:16]([NH:18][C:32]([C:27]3[N:28]=[C:29]([CH3:31])[O:30][C:26]=3[C:22]3[CH:23]=[CH:24][CH:25]=[C:20]([Cl:19])[CH:21]=3)=[O:33])[CH:15]=[N:14]2)=[CH:9][CH:8]=1)(=[O:6])[CH3:1]. (3) Given the reactants [C:1]([O:4][CH2:5][CH2:6][NH:7][C:8](=[O:23])[C@@H:9]([NH2:22])[CH2:10][C:11]1[CH:16]=[CH:15][C:14]([O:17][C:18]([F:21])([F:20])[F:19])=[CH:13][CH:12]=1)(=[O:3])[CH3:2].[F:24][C:25]([F:39])([F:38])[CH2:26][CH2:27][O:28][C:29]1[CH:37]=[CH:36][C:32]([C:33](O)=[O:34])=[CH:31][CH:30]=1, predict the reaction product. The product is: [C:1]([O:4][CH2:5][CH2:6][NH:7][C:8](=[O:23])[C@@H:9]([NH:22][C:33](=[O:34])[C:32]1[CH:36]=[CH:37][C:29]([O:28][CH2:27][CH2:26][C:25]([F:39])([F:38])[F:24])=[CH:30][CH:31]=1)[CH2:10][C:11]1[CH:16]=[CH:15][C:14]([O:17][C:18]([F:21])([F:19])[F:20])=[CH:13][CH:12]=1)(=[O:3])[CH3:2]. (4) Given the reactants O=[C:2]1[CH2:5][N:4]([C:6]([O:8][CH2:9][C:10]2[CH:15]=[CH:14][CH:13]=[CH:12][CH:11]=2)=[O:7])[CH2:3]1.[C:16]1([C@H:26]([NH2:28])[CH3:27])[C:25]2[C:20](=[CH:21][CH:22]=[CH:23][CH:24]=2)[CH:19]=[CH:18][CH:17]=1.S([O-])([O-])(=O)=O.[Mg+2].C(O[BH-](OC(=O)C)OC(=O)C)(=O)C.[Na+].C(=O)(O)[O-].[Na+], predict the reaction product. The product is: [C:16]1([C@H:26]([NH:28][CH:2]2[CH2:5][N:4]([C:6]([O:8][CH2:9][C:10]3[CH:15]=[CH:14][CH:13]=[CH:12][CH:11]=3)=[O:7])[CH2:3]2)[CH3:27])[C:25]2[C:20](=[CH:21][CH:22]=[CH:23][CH:24]=2)[CH:19]=[CH:18][CH:17]=1. (5) Given the reactants [CH3:1][O:2][C:3]1[CH:4]=[C:5]2[C:10](=[CH:11][C:12]=1[O:13][CH3:14])[N:9]=[CH:8][N:7]=[C:6]2[O:15][C:16]1[CH:22]=[CH:21][C:19]([NH2:20])=[CH:18][CH:17]=1.Cl[C:24](Cl)([O:26]C(=O)OC(Cl)(Cl)Cl)Cl.[CH3:35][CH2:36][CH:37]([OH:40])[CH2:38][CH3:39].C(=O)(O)[O-].[Na+], predict the reaction product. The product is: [CH3:1][O:2][C:3]1[CH:4]=[C:5]2[C:10](=[CH:11][C:12]=1[O:13][CH3:14])[N:9]=[CH:8][N:7]=[C:6]2[O:15][C:16]1[CH:22]=[CH:21][C:19]([NH:20][C:24](=[O:26])[O:40][CH:37]([CH2:38][CH3:39])[CH2:36][CH3:35])=[CH:18][CH:17]=1. (6) Given the reactants [F:1][C:2]1[C:7]2[O:8][CH2:9][C:10]3[C:15]([C:6]=2[CH:5]=[CH:4][C:3]=1[OH:20])=[CH:14][C:13]([NH:16][C:17](=[O:19])[CH3:18])=[N:12][CH:11]=3.C(O)(C(F)(F)F)=O.C(=O)([O-])[O-].[K+].[K+].CS(O[CH2:39][C@@H:40]([NH:45][C:46]([O:48][C:49]([CH3:52])([CH3:51])[CH3:50])=[O:47])[CH2:41][CH:42]([CH3:44])[CH3:43])(=O)=O, predict the reaction product. The product is: [C:49]([O:48][C:46](=[O:47])[NH:45][C@@H:40]([CH2:41][CH:42]([CH3:44])[CH3:43])[CH2:39][O:20][C:3]1[CH:4]=[CH:5][C:6]2[C:15]3[C:10](=[CH:11][N:12]=[C:13]([NH:16][C:17](=[O:19])[CH3:18])[CH:14]=3)[CH2:9][O:8][C:7]=2[C:2]=1[F:1])([CH3:50])([CH3:52])[CH3:51]. (7) Given the reactants [CH:1]([CH:3]([CH:9]=O)[C:4]([O:6][CH2:7][CH3:8])=[O:5])=O.[OH:11][CH2:12][CH2:13][NH:14][NH2:15], predict the reaction product. The product is: [OH:11][CH2:12][CH2:13][N:14]1[CH:1]=[C:3]([C:4]([O:6][CH2:7][CH3:8])=[O:5])[CH:9]=[N:15]1. (8) Given the reactants [NH2:1][C:2]([CH3:8])([CH3:7])[CH2:3][C:4]([OH:6])=[O:5].Cl[C:10]([O:12][CH2:13][C:14]1[CH:19]=[CH:18][CH:17]=[CH:16][CH:15]=1)=[O:11].CCOCC, predict the reaction product. The product is: [CH2:13]([O:12][C:10]([NH:1][C:2]([CH3:8])([CH3:7])[CH2:3][C:4]([OH:6])=[O:5])=[O:11])[C:14]1[CH:19]=[CH:18][CH:17]=[CH:16][CH:15]=1.